Dataset: Full USPTO retrosynthesis dataset with 1.9M reactions from patents (1976-2016). Task: Predict the reactants needed to synthesize the given product. (1) Given the product [F:34][C:2]([F:1])([F:33])[C:3]1[CH:4]=[C:5]([C@H:13]([O:15][C@H:16]2[O:24][CH2:23][C@@H:19]3[CH2:20][N:21]([C:37]4[CH2:42][N:41]([CH3:43])[CH2:40][C:39](=[O:44])[CH:38]=4)[CH2:22][C@H:18]3[C@@H:17]2[C:25]2[CH:30]=[CH:29][C:28]([F:31])=[CH:27][C:26]=2[CH3:32])[CH3:14])[CH:6]=[C:7]([C:9]([F:12])([F:10])[F:11])[CH:8]=1, predict the reactants needed to synthesize it. The reactants are: [F:1][C:2]([F:34])([F:33])[C:3]1[CH:4]=[C:5]([C@H:13]([O:15][C@H:16]2[O:24][CH2:23][C@@H:19]3[CH2:20][NH:21][CH2:22][C@H:18]3[C@@H:17]2[C:25]2[CH:30]=[CH:29][C:28]([F:31])=[CH:27][C:26]=2[CH3:32])[CH3:14])[CH:6]=[C:7]([C:9]([F:12])([F:11])[F:10])[CH:8]=1.CO[C:37]1[CH2:42][N:41]([CH3:43])[CH2:40][C:39](=[O:44])[CH:38]=1. (2) The reactants are: [NH2:1][C:2]1[C:11]2[N:12]=[C:13]([CH2:20][O:21][CH2:22][CH3:23])[N:14]([CH2:15][C:16]([CH3:19])([OH:18])[CH3:17])[C:10]=2[C:9]2[N:8]=[CH:7][C:6](Br)=[CH:5][C:4]=2[N:3]=1.[N:25]1([C:31]([C:33]2[CH:34]=[C:35](B(O)O)[CH:36]=[CH:37][CH:38]=2)=[O:32])[CH2:30][CH2:29][O:28][CH2:27][CH2:26]1.C(=O)([O-])[O-].[K+].[K+].COCCOC. Given the product [NH2:1][C:2]1[C:11]2[N:12]=[C:13]([CH2:20][O:21][CH2:22][CH3:23])[N:14]([CH2:15][C:16]([CH3:19])([OH:18])[CH3:17])[C:10]=2[C:9]2[N:8]=[CH:7][C:6]([C:37]3[CH:36]=[CH:35][CH:34]=[C:33]([C:31]([N:25]4[CH2:30][CH2:29][O:28][CH2:27][CH2:26]4)=[O:32])[CH:38]=3)=[CH:5][C:4]=2[N:3]=1, predict the reactants needed to synthesize it.